From a dataset of Forward reaction prediction with 1.9M reactions from USPTO patents (1976-2016). Predict the product of the given reaction. (1) Given the reactants [C:1]12([NH:6][C:7](=[O:16])[C:8]3[CH:13]=[C:12]([Br:14])[CH:11]=[N:10][C:9]=3[F:15])[CH2:5][CH:3]([CH2:4]1)[CH2:2]2.[H-].[Na+].[CH3:19]I, predict the reaction product. The product is: [C:1]12([N:6]([CH3:19])[C:7](=[O:16])[C:8]3[CH:13]=[C:12]([Br:14])[CH:11]=[N:10][C:9]=3[F:15])[CH2:2][CH:3]([CH2:5]1)[CH2:4]2. (2) Given the reactants O=[C:2]1[CH2:19][CH2:18][C:5]2([CH2:10][CH2:9][N:8]([C:11]([O:13][C:14]([CH3:17])([CH3:16])[CH3:15])=[O:12])[CH2:7][CH2:6]2)[CH2:4][CH2:3]1.[NH:20]1[CH2:23][CH2:22][CH2:21]1.C(O[BH-](OC(=O)C)OC(=O)C)(=O)C.[Na+].C(=O)(O)[O-].[Na+], predict the reaction product. The product is: [N:20]1([CH:2]2[CH2:19][CH2:18][C:5]3([CH2:10][CH2:9][N:8]([C:11]([O:13][C:14]([CH3:17])([CH3:16])[CH3:15])=[O:12])[CH2:7][CH2:6]3)[CH2:4][CH2:3]2)[CH2:23][CH2:22][CH2:21]1. (3) The product is: [Cl:15][C:16]1[CH:21]=[C:20]([CH2:11][C:10]2[CH:13]=[CH:14][C:7]([F:6])=[CH:8][CH:9]=2)[N:19]=[CH:18][N:17]=1. Given the reactants [Cl-].C[SiH](C)C.[F:6][C:7]1[CH:14]=[CH:13][C:10]([CH2:11]Br)=[CH:9][CH:8]=1.[Cl:15][C:16]1[CH:21]=[C:20](Cl)[N:19]=[CH:18][N:17]=1.O, predict the reaction product. (4) The product is: [Br:1][C:2]1[N:7]=[CH:6][C:5](/[N:8]=[CH:16]/[CH:23]([O:28][CH2:29][CH3:30])[CH3:24])=[C:4]([NH:9][CH:10]([CH3:15])[C:11]([F:14])([F:12])[F:13])[CH:3]=1. Given the reactants [Br:1][C:2]1[N:7]=[CH:6][C:5]([NH2:8])=[C:4]([NH:9][CH:10]([CH3:15])[C:11]([F:14])([F:13])[F:12])[CH:3]=1.[C:16](O)(=O)C.C(O[C:23]([O:28][CH2:29][CH3:30])(OCC)[CH3:24])C, predict the reaction product. (5) Given the reactants [I:1]I.C1C=CC(P(C2C=CC=CC=2)C2C=CC=CC=2)=CC=1.[CH2:22]([O:29][C@H:30]1[O:41][C@H:40]2[C@@H:35]([O:36][CH:37]([C:42]3[CH:47]=[CH:46][CH:45]=[CH:44][CH:43]=3)[O:38][CH2:39]2)[C@@:32]2([CH2:34][O:33]2)[C@@H:31]1[O:48][CH2:49][C:50]1[CH:55]=[CH:54][CH:53]=[CH:52][CH:51]=1)[C:23]1[CH:28]=[CH:27][CH:26]=[CH:25][CH:24]=1, predict the reaction product. The product is: [CH2:22]([O:29][C@H:30]1[O:41][C@H:40]2[C@@H:35]([O:36][CH:37]([C:42]3[CH:47]=[CH:46][CH:45]=[CH:44][CH:43]=3)[O:38][CH2:39]2)[C@:32]([CH2:34][I:1])([OH:33])[C@@H:31]1[O:48][CH2:49][C:50]1[CH:55]=[CH:54][CH:53]=[CH:52][CH:51]=1)[C:23]1[CH:28]=[CH:27][CH:26]=[CH:25][CH:24]=1. (6) Given the reactants [NH2:1][CH2:2][C:3]1[C:4]([C:15]#[N:16])=[CH:5][C:6]2[O:13][CH2:12][CH:11]=[CH:10][CH2:9][O:8][C:7]=2[CH:14]=1, predict the reaction product. The product is: [O:8]1[C:7]2=[CH:14][C:3]3[CH2:2][NH:1][C:15](=[NH:16])[C:4]=3[CH:5]=[C:6]2[O:13][CH2:12][CH:11]=[CH:10][CH2:9]1. (7) Given the reactants Cl.[NH2:2][C@H:3]([CH:19]([CH3:21])[CH3:20])[C:4]([N:6]1[CH2:11][CH2:10][CH:9]([C:12]2[CH:17]=[CH:16][C:15]([Cl:18])=[CH:14][CH:13]=2)[CH2:8][CH2:7]1)=[O:5].CCN(C(C)C)C(C)C.[Cl:31][CH2:32][C:33]1[CH:34]=[C:35]([CH:39]=[CH:40][CH:41]=1)[C:36](Cl)=[O:37], predict the reaction product. The product is: [Cl:31][CH2:32][C:33]1[CH:34]=[C:35]([CH:39]=[CH:40][CH:41]=1)[C:36]([NH:2][C@H:3]([CH:19]([CH3:21])[CH3:20])[C:4]([N:6]1[CH2:11][CH2:10][CH:9]([C:12]2[CH:13]=[CH:14][C:15]([Cl:18])=[CH:16][CH:17]=2)[CH2:8][CH2:7]1)=[O:5])=[O:37]. (8) Given the reactants C(O[Si:4]([O:11][CH2:12][CH3:13])([O:8][CH2:9][CH3:10])[O:5][CH2:6][CH3:7])C.[CH:14]1([Mg]Cl)[CH2:19][CH2:18][CH2:17][CH2:16][CH2:15]1.[Cl-].[NH4+], predict the reaction product. The product is: [CH:14]1([Si:4]([O:5][CH2:6][CH3:7])([O:8][CH2:9][CH3:10])[O:11][CH2:12][CH3:13])[CH2:19][CH2:18][CH2:17][CH2:16][CH2:15]1.